This data is from Reaction yield outcomes from USPTO patents with 853,638 reactions. The task is: Predict the reaction yield, written as a fraction of the theoretical maximum amount of product (1.0 means a 100% yield; for example, 0.34 means a 34% yield). (1) The reactants are [NH2:1][C:2]1[C:3]([C:18]([NH:20][C:21]2[C:26]([N:27]3[CH2:32][CH2:31][CH:30]([NH:33]C(=O)OC(C)(C)C)[CH2:29][CH2:28]3)=[CH:25][CH:24]=[CH:23][N:22]=2)=[O:19])=[N:4][C:5]([C:8]2[C:13]([C:14]([F:17])([F:16])[F:15])=[CH:12][CH:11]=[CH:10][N:9]=2)=[CH:6][N:7]=1.FC(F)(F)[C:43]([OH:45])=O.Cl[CH2:49]Cl. No catalyst specified. The product is [NH2:1][C:2]1[C:3]([C:18]([NH:20][C:21]2[C:26]([N:27]3[CH2:28][CH2:29][C:30]([NH2:33])([CH2:49][O:45][CH3:43])[CH2:31][CH2:32]3)=[CH:25][CH:24]=[CH:23][N:22]=2)=[O:19])=[N:4][C:5]([C:8]2[C:13]([C:14]([F:15])([F:16])[F:17])=[CH:12][CH:11]=[CH:10][N:9]=2)=[CH:6][N:7]=1. The yield is 0.840. (2) The reactants are [F:1][C:2]1[C:10]([CH:11]([C:13]2[N:17]3[N:18]=[C:19]([C:22](=O)[CH3:23])[CH:20]=[CH:21][C:16]3=[N:15][CH:14]=2)[CH3:12])=[C:9]([F:25])[CH:8]=[C:7]2[C:3]=1[CH:4]=[N:5][N:6]2[CH3:26].[NH2:27][O:28][CH2:29][CH2:30][OH:31]. The catalyst is CO. The product is [OH:31][CH2:30][CH2:29][O:28]/[N:27]=[C:22](/[C:19]1[CH:20]=[CH:21][C:16]2[N:17]([C:13]([CH:11]([C:10]3[C:2]([F:1])=[C:3]4[C:7](=[CH:8][C:9]=3[F:25])[N:6]([CH3:26])[N:5]=[CH:4]4)[CH3:12])=[CH:14][N:15]=2)[N:18]=1)\[CH3:23]. The yield is 0.430. (3) The reactants are [CH2:1]([O:8][CH2:9][CH:10]([OH:20])[CH2:11][O:12][CH2:13][C:14]1[CH:19]=[CH:18][CH:17]=[CH:16][CH:15]=1)[C:2]1[CH:7]=[CH:6][CH:5]=[CH:4][CH:3]=1.C(N(CC)CC)C.[C:28](Cl)(=[O:32])[C:29]([CH3:31])=[CH2:30]. The catalyst is ClCCl. The product is [C:28]([O:20][CH:10]([CH2:9][O:8][CH2:1][C:2]1[CH:3]=[CH:4][CH:5]=[CH:6][CH:7]=1)[CH2:11][O:12][CH2:13][C:14]1[CH:19]=[CH:18][CH:17]=[CH:16][CH:15]=1)(=[O:32])[C:29]([CH3:31])=[CH2:30]. The yield is 0.810. (4) The reactants are [H-].[Na+].[OH:3][C:4]1[CH:13]=[CH:12][C:7]([C:8]([O:10][CH3:11])=[O:9])=[CH:6][CH:5]=1.[CH3:14][O:15][CH2:16][CH2:17][O:18][CH2:19]Cl.O. The catalyst is O1CCCC1.CN(C)C=O. The product is [CH3:14][O:15][CH2:16][CH2:17][O:18][CH2:19][O:3][C:4]1[CH:5]=[CH:6][C:7]([C:8]([O:10][CH3:11])=[O:9])=[CH:12][CH:13]=1. The yield is 1.00. (5) The reactants are [N:1]1([C:6]2[CH:11]=[CH:10][C:9](/[CH:12]=[CH:13]/[C:14]([C:20]3[CH:25]=[C:24]([Cl:26])[CH:23]=[C:22]([Cl:27])[CH:21]=3)([OH:19])[C:15]([F:18])([F:17])[F:16])=[CH:8][CH:7]=2)[CH:5]=[N:4][CH:3]=[N:2]1.[H-].[Na+].[CH3:30]I. The catalyst is C1COCC1. The yield is 0.350. The product is [Cl:27][C:22]1[CH:21]=[C:20]([C:14]([O:19][CH3:30])([C:15]([F:18])([F:17])[F:16])/[CH:13]=[CH:12]/[C:9]2[CH:10]=[CH:11][C:6]([N:1]3[CH:5]=[N:4][CH:3]=[N:2]3)=[CH:7][CH:8]=2)[CH:25]=[C:24]([Cl:26])[CH:23]=1.